This data is from Forward reaction prediction with 1.9M reactions from USPTO patents (1976-2016). The task is: Predict the product of the given reaction. (1) Given the reactants [C:1]([NH:4][C@@H:5]1[CH2:9][CH2:8][N:7]([C:10]2[CH:39]=[CH:38][C:13]([C:14]([NH:16][C:17]3[CH:18]=[C:19]([C:31]4[CH:36]=[CH:35][C:34]([F:37])=[CH:33][CH:32]=4)[CH:20]=[CH:21][C:22]=3[NH:23]C(=O)OC(C)(C)C)=[O:15])=[CH:12][CH:11]=2)[CH2:6]1)(=[O:3])[CH3:2].Cl, predict the reaction product. The product is: [C:1]([NH:4][C@@H:5]1[CH2:9][CH2:8][N:7]([C:10]2[CH:11]=[CH:12][C:13]([C:14]([NH:16][C:17]3[CH:18]=[C:19]([C:31]4[CH:32]=[CH:33][C:34]([F:37])=[CH:35][CH:36]=4)[CH:20]=[CH:21][C:22]=3[NH2:23])=[O:15])=[CH:38][CH:39]=2)[CH2:6]1)(=[O:3])[CH3:2]. (2) Given the reactants [F:1][C:2]1[CH:11]=[CH:10][C:5]([C:6]([O:8][CH3:9])=[O:7])=[C:4]([OH:12])[CH:3]=1.[C:13]([O:17][C:18]([NH:20][CH2:21][CH2:22][CH2:23]O)=[O:19])([CH3:16])([CH3:15])[CH3:14], predict the reaction product. The product is: [C:13]([O:17][C:18]([NH:20][CH2:21][CH2:22][CH2:23][O:12][C:4]1[CH:3]=[C:2]([F:1])[CH:11]=[CH:10][C:5]=1[C:6]([O:8][CH3:9])=[O:7])=[O:19])([CH3:16])([CH3:15])[CH3:14]. (3) Given the reactants [NH2:1][C@H:2]([CH2:32][C:33]1[CH:38]=[CH:37][N:36]=[CH:35][CH:34]=1)[C:3]([N:5]1[CH2:10][CH2:9][CH:8]([N:11]2[N:20]=[C:19]([C:21]3[CH:26]=[CH:25][C:24]([O:27][CH3:28])=[C:23]([O:29][CH3:30])[CH:22]=3)[C@@H:18]3[C@@H:13]([CH2:14][CH2:15][CH2:16][CH2:17]3)[C:12]2=[O:31])[CH2:7][CH2:6]1)=[O:4].[CH:39]1([CH2:42][O:43][C:44]2[CH:52]=[CH:51][C:47]3[O:48][CH2:49][O:50][C:46]=3[C:45]=2[C:53]2[C:54]3[NH:61][CH:60]=[C:59]([C:62](O)=[O:63])[C:55]=3[N:56]=[CH:57][N:58]=2)[CH2:41][CH2:40]1.CCOC(C(C#N)=NOC(N1CCOCC1)=[N+](C)C)=O.F[P-](F)(F)(F)(F)F.CCN(C(C)C)C(C)C, predict the reaction product. The product is: [CH:39]1([CH2:42][O:43][C:44]2[CH:52]=[CH:51][C:47]3[O:48][CH2:49][O:50][C:46]=3[C:45]=2[C:53]2[C:54]3[NH:61][CH:60]=[C:59]([C:62]([NH:1][C@H:2]([CH2:32][C:33]4[CH:38]=[CH:37][N:36]=[CH:35][CH:34]=4)[C:3]([N:5]4[CH2:6][CH2:7][CH:8]([N:11]5[N:20]=[C:19]([C:21]6[CH:26]=[CH:25][C:24]([O:27][CH3:28])=[C:23]([O:29][CH3:30])[CH:22]=6)[C@@H:18]6[C@@H:13]([CH2:14][CH2:15][CH2:16][CH2:17]6)[C:12]5=[O:31])[CH2:9][CH2:10]4)=[O:4])=[O:63])[C:55]=3[N:56]=[CH:57][N:58]=2)[CH2:40][CH2:41]1. (4) Given the reactants [Cl:1][C:2]1[C:7](=[O:8])[N:6]([CH2:9][C:10]([NH:12][CH2:13][C:14]2[CH:19]=[CH:18][N:17]=[CH:16][CH:15]=2)=O)[N:5]=[CH:4][C:3]=1[NH:20][C@@H:21]1[CH2:26][C@@H:25]2[CH2:27][C@@H:23]([C:24]2([CH3:29])[CH3:28])[C@H:22]1[CH3:30].[H-].[Al+3].[Li+].[H-].[H-].[H-].O.S([O-])([O-])(=O)=O.[Mg+2].O1CC[CH2:46][CH2:45]1, predict the reaction product. The product is: [Cl:1][C:2]1[C:7](=[O:8])[N:6]([CH2:9][CH2:10][NH:12][CH:13]([C:14]2[CH:19]=[CH:18][N:17]=[CH:16][CH:15]=2)[CH2:45][CH3:46])[N:5]=[CH:4][C:3]=1[NH:20][C@@H:21]1[CH2:26][C@@H:25]2[CH2:27][C@@H:23]([C:24]2([CH3:29])[CH3:28])[C@H:22]1[CH3:30]. (5) Given the reactants [NH2:1][C@H:2]([C:19](=[O:31])[NH:20][C:21]1[CH:22]=[CH:23][CH:24]=[C:25]2[C:30]=1[N:29]=[CH:28][CH:27]=[CH:26]2)[CH2:3][CH2:4][CH2:5][CH2:6][NH:7][S:8]([NH:11][C:12](=[O:18])[O:13][C:14]([CH3:17])([CH3:16])[CH3:15])(=[O:10])=[O:9].CCN(CC)CC.[CH2:39]([N:46]=[C:47]=[O:48])[C:40]1[CH:45]=[CH:44][CH:43]=[CH:42][CH:41]=1, predict the reaction product. The product is: [CH2:39]([NH:46][C:47](=[O:48])[NH:1][C@H:2]([C:19](=[O:31])[NH:20][C:21]1[CH:22]=[CH:23][CH:24]=[C:25]2[C:30]=1[N:29]=[CH:28][CH:27]=[CH:26]2)[CH2:3][CH2:4][CH2:5][CH2:6][NH:7][S:8]([NH:11][C:12](=[O:18])[O:13][C:14]([CH3:17])([CH3:16])[CH3:15])(=[O:9])=[O:10])[C:40]1[CH:45]=[CH:44][CH:43]=[CH:42][CH:41]=1.